This data is from Peptide-MHC class I binding affinity with 185,985 pairs from IEDB/IMGT. The task is: Regression. Given a peptide amino acid sequence and an MHC pseudo amino acid sequence, predict their binding affinity value. This is MHC class I binding data. (1) The peptide sequence is TVITPMLRH. The MHC is HLA-A26:01 with pseudo-sequence HLA-A26:01. The binding affinity (normalized) is 0.115. (2) The peptide sequence is AVAVARVAA. The MHC is HLA-A03:01 with pseudo-sequence HLA-A03:01. The binding affinity (normalized) is 0.0847. (3) The peptide sequence is AGYITDRGK. The MHC is Mamu-B3901 with pseudo-sequence Mamu-B3901. The binding affinity (normalized) is 0.232. (4) The peptide sequence is FQSDIPPLL. The MHC is HLA-B39:01 with pseudo-sequence HLA-B39:01. The binding affinity (normalized) is 0.797. (5) The peptide sequence is LEVQGYWHL. The MHC is Mamu-A11 with pseudo-sequence Mamu-A11. The binding affinity (normalized) is 0.561. (6) The peptide sequence is IRQAGVQYS. The MHC is HLA-A02:06 with pseudo-sequence HLA-A02:06. The binding affinity (normalized) is 0. (7) The peptide sequence is RVVEPIKQI. The MHC is HLA-A24:03 with pseudo-sequence HLA-A24:03. The binding affinity (normalized) is 0.0847. (8) The peptide sequence is MSYYCKSHK. The MHC is Patr-A0101 with pseudo-sequence Patr-A0101. The binding affinity (normalized) is 0.327.